From a dataset of KCNQ2 potassium channel screen with 302,405 compounds. Binary Classification. Given a drug SMILES string, predict its activity (active/inactive) in a high-throughput screening assay against a specified biological target. (1) The compound is O=C(N1CCC(n2nccc2NC(=O)c2ccc(OC)cc2)CC1)c1noc(c1)CCC. The result is 0 (inactive). (2) The molecule is S(=O)(=O)(NCC(=O)N1CCCC1)c1ccccc1. The result is 0 (inactive).